Dataset: Forward reaction prediction with 1.9M reactions from USPTO patents (1976-2016). Task: Predict the product of the given reaction. (1) Given the reactants [F:1][CH:2]([F:13])[C:3]1[C:7]([C:8](Cl)=[O:9])=[C:6]([F:11])[N:5]([CH3:12])[N:4]=1.Cl.[Cl:15][C:16]1[C:17]([CH2:26][NH:27][CH:28]2[CH2:30][CH2:29]2)=[N:18][CH:19]=[C:20]([C:22]([F:25])([F:24])[F:23])[CH:21]=1.C(N(CC)CC)C, predict the reaction product. The product is: [Cl:15][C:16]1[C:17]([CH2:26][N:27]([CH:28]2[CH2:30][CH2:29]2)[C:8]([C:7]2[C:3]([CH:2]([F:13])[F:1])=[N:4][N:5]([CH3:12])[C:6]=2[F:11])=[O:9])=[N:18][CH:19]=[C:20]([C:22]([F:25])([F:23])[F:24])[CH:21]=1. (2) The product is: [CH2:1]([N:3]1[CH:7]=[C:6]([C:8]2[CH:13]=[CH:12][N:11]=[C:10]3[NH:14][C:15]([C:17]4[CH2:18][CH2:19][NH:20][CH2:21][CH:22]=4)=[CH:16][C:9]=23)[C:5]([C:30]2[CH:35]=[CH:34][C:33]([NH:36][C:37]([NH:39][C:40]3[CH:41]=[CH:42][CH:43]=[CH:44][CH:45]=3)=[O:38])=[CH:32][CH:31]=2)=[N:4]1)[CH3:2]. Given the reactants [CH2:1]([N:3]1[CH:7]=[C:6]([C:8]2[CH:13]=[CH:12][N:11]=[C:10]3[NH:14][C:15]([C:17]4[CH2:18][CH2:19][N:20](C(OC(C)(C)C)=O)[CH2:21][CH:22]=4)=[CH:16][C:9]=23)[C:5]([C:30]2[CH:35]=[CH:34][C:33]([NH:36][C:37]([NH:39][C:40]3[CH:45]=[CH:44][CH:43]=[CH:42][CH:41]=3)=[O:38])=[CH:32][CH:31]=2)=[N:4]1)[CH3:2].Cl, predict the reaction product. (3) Given the reactants [OH:1][C:2]1[CH:3]=[C:4]([CH:8]=[C:9]([S:11]([F:16])([F:15])([F:14])([F:13])[F:12])[CH:10]=1)[C:5]([OH:7])=[O:6].[C:17]([O:21][C:22](=[O:28])[NH:23][CH2:24][CH2:25][CH2:26]Br)([CH3:20])([CH3:19])[CH3:18].C(=O)([O-])[O-].[Cs+].[Cs+].Cl.O.[OH-].[Li+], predict the reaction product. The product is: [C:17]([O:21][C:22]([NH:23][CH2:24][CH2:25][CH2:26][O:1][C:2]1[CH:3]=[C:4]([CH:8]=[C:9]([S:11]([F:16])([F:12])([F:13])([F:14])[F:15])[CH:10]=1)[C:5]([OH:7])=[O:6])=[O:28])([CH3:20])([CH3:19])[CH3:18]. (4) Given the reactants [CH2:1]([O:3][C:4]([NH:6][C:7]1[C:8]([F:21])=[C:9]([CH2:14][CH2:15][CH2:16][CH2:17][C:18]([OH:20])=O)[CH:10]=[C:11]([F:13])[CH:12]=1)=[O:5])[CH3:2].CS(O)(=O)=O.O=P12OP3(OP(OP(O3)(O1)=O)(=O)O2)=O, predict the reaction product. The product is: [CH2:1]([O:3][C:4](=[O:5])[NH:6][C:7]1[CH:12]=[C:11]([F:13])[C:10]2[C:18](=[O:20])[CH2:17][CH2:16][CH2:15][CH2:14][C:9]=2[C:8]=1[F:21])[CH3:2].